Task: Predict which catalyst facilitates the given reaction.. Dataset: Catalyst prediction with 721,799 reactions and 888 catalyst types from USPTO (1) Reactant: [Cl:1][C:2]1[CH:7]=[C:6]([CH2:8][C:9]([OH:11])=O)[CH:5]=[CH:4][N:3]=1.ON1C2C=CC=CC=2N=N1.[NH:22]1[CH2:27][CH2:26][O:25][CH2:24][CH2:23]1.Cl.C(N=C=NCCCN(C)C)C. Product: [Cl:1][C:2]1[CH:7]=[C:6]([CH2:8][C:9]([N:22]2[CH2:27][CH2:26][O:25][CH2:24][CH2:23]2)=[O:11])[CH:5]=[CH:4][N:3]=1. The catalyst class is: 681. (2) Reactant: [CH3:1][O:2][C:3]1[CH:8]=[C:7]([CH:9]([C:11]2[N:16]3[N:17]=[C:18]([NH:20][C:21]4[CH:26]=[CH:25][C:24]([C:27]([F:30])([F:29])[F:28])=[CH:23][CH:22]=4)[N:19]=[C:15]3[CH:14]=[CH:13][CH:12]=2)O)[CH:6]=[CH:5][N:4]=1.S(Cl)([Cl:33])=O. Product: [Cl:33][CH:9]([C:7]1[CH:6]=[CH:5][N:4]=[C:3]([O:2][CH3:1])[CH:8]=1)[C:11]1[N:16]2[N:17]=[C:18]([NH:20][C:21]3[CH:26]=[CH:25][C:24]([C:27]([F:30])([F:29])[F:28])=[CH:23][CH:22]=3)[N:19]=[C:15]2[CH:14]=[CH:13][CH:12]=1. The catalyst class is: 22.